The task is: Predict the reactants needed to synthesize the given product.. This data is from Full USPTO retrosynthesis dataset with 1.9M reactions from patents (1976-2016). Given the product [Cl:1][C:2]1[CH:7]=[C:6]([F:8])[CH:5]=[CH:4][C:3]=1[N:9]([CH2:24][O:25][C:26]([N:28]1[CH2:29][CH2:30][CH:31]([CH2:34][C:35]([O-:37])=[O:36])[CH2:32][CH2:33]1)=[O:27])[S:10]([CH:13]1[CH2:18][CH2:17][CH2:16][CH:15]=[C:14]1[C:19]([O:21][CH2:22][CH3:23])=[O:20])(=[O:11])=[O:12].[Na+:45], predict the reactants needed to synthesize it. The reactants are: [Cl:1][C:2]1[CH:7]=[C:6]([F:8])[CH:5]=[CH:4][C:3]=1[N:9]([CH2:24][O:25][C:26]([N:28]1[CH2:33][CH2:32][CH:31]([CH2:34][C:35]([OH:37])=[O:36])[CH2:30][CH2:29]1)=[O:27])[S:10]([CH:13]1[CH2:18][CH2:17][CH2:16][CH:15]=[C:14]1[C:19]([O:21][CH2:22][CH3:23])=[O:20])(=[O:12])=[O:11].C(O)C.C(=O)([O-])[O-].[Na+:45].[Na+].